This data is from Merck oncology drug combination screen with 23,052 pairs across 39 cell lines. The task is: Regression. Given two drug SMILES strings and cell line genomic features, predict the synergy score measuring deviation from expected non-interaction effect. (1) Drug 1: CC1CC2C3CCC4=CC(=O)C=CC4(C)C3(F)C(O)CC2(C)C1(O)C(=O)CO. Drug 2: CNC(=O)c1cc(Oc2ccc(NC(=O)Nc3ccc(Cl)c(C(F)(F)F)c3)cc2)ccn1. Cell line: A375. Synergy scores: synergy=15.9. (2) Drug 1: CCC1(O)CC2CN(CCc3c([nH]c4ccccc34)C(C(=O)OC)(c3cc4c(cc3OC)N(C)C3C(O)(C(=O)OC)C(OC(C)=O)C5(CC)C=CCN6CCC43C65)C2)C1. Drug 2: CCc1cnn2c(NCc3ccc[n+]([O-])c3)cc(N3CCCCC3CCO)nc12. Cell line: OCUBM. Synergy scores: synergy=-8.47. (3) Cell line: LOVO. Drug 2: Cn1cc(-c2cnn3c(N)c(Br)c(C4CCCNC4)nc23)cn1. Synergy scores: synergy=4.54. Drug 1: NC(=O)c1cccc2cn(-c3ccc(C4CCCNC4)cc3)nc12.